This data is from Reaction yield outcomes from USPTO patents with 853,638 reactions. The task is: Predict the reaction yield, written as a fraction of the theoretical maximum amount of product (1.0 means a 100% yield; for example, 0.34 means a 34% yield). (1) The reactants are [F:1][C:2]1[CH:3]=[CH:4][C:5]([CH3:33])=[C:6]([CH:32]=1)[O:7][CH2:8][C:9]1[C:10]([C:23]2[CH:28]=[CH:27][C:26]([OH:29])=[CH:25][C:24]=2[O:30][CH3:31])=[CH:11][CH:12]=[C:13]2[C:18]=1[N:17]([CH3:19])[C:16](=[O:20])[C:15]([CH3:22])([CH3:21])[NH:14]2.C(N(CC)CC)C.[CH3:41][S:42](Cl)(=[O:44])=[O:43]. The catalyst is ClCCl. The product is [F:1][C:2]1[CH:3]=[CH:4][C:5]([CH3:33])=[C:6]([CH:32]=1)[O:7][CH2:8][C:9]1[C:10]([C:23]2[CH:28]=[CH:27][C:26]([O:29][S:42]([CH3:41])(=[O:44])=[O:43])=[CH:25][C:24]=2[O:30][CH3:31])=[CH:11][CH:12]=[C:13]2[C:18]=1[N:17]([CH3:19])[C:16](=[O:20])[C:15]([CH3:22])([CH3:21])[NH:14]2. The yield is 0.980. (2) The reactants are [Br:1][C:2]1[S:3][C:4]([C:8]2[NH:12][CH:11]=[N:10][N:9]=2)=[C:5]([Br:7])[N:6]=1.[H-].[Na+].[CH3:15][Si:16]([CH2:19][CH2:20][O:21][CH2:22]Cl)([CH3:18])[CH3:17].CCOC(C)=O.CCCCCC. The catalyst is CN(C=O)C. The product is [Br:1][C:2]1[S:3][C:4]([C:8]2[N:12]=[CH:11][N:10]([CH2:22][O:21][CH2:20][CH2:19][Si:16]([CH3:18])([CH3:17])[CH3:15])[N:9]=2)=[C:5]([Br:7])[N:6]=1. The yield is 0.670. (3) The reactants are [Cl:1][C:2]1[CH:3]=[CH:4][C:5]2[C:11](=[O:12])[NH:10][C:9]3[CH:13]=[C:14]([CH2:17][CH2:18][OH:19])[CH:15]=[CH:16][C:8]=3[NH:7][C:6]=2[CH:20]=1.C(N(CC)CC)C.[CH3:28][S:29](Cl)(=[O:31])=[O:30]. The catalyst is COCCOC.C(OCC)(=O)C. The product is [CH3:28][S:29]([O:19][CH2:18][CH2:17][C:14]1[CH:15]=[CH:16][C:8]2[NH:7][C:6]3[CH:20]=[C:2]([Cl:1])[CH:3]=[CH:4][C:5]=3[C:11](=[O:12])[NH:10][C:9]=2[CH:13]=1)(=[O:31])=[O:30]. The yield is 0.980.